From a dataset of TCR-epitope binding with 47,182 pairs between 192 epitopes and 23,139 TCRs. Binary Classification. Given a T-cell receptor sequence (or CDR3 region) and an epitope sequence, predict whether binding occurs between them. (1) The TCR CDR3 sequence is CASSPYGGTYNEQFF. Result: 0 (the TCR does not bind to the epitope). The epitope is TTLPVNVAF. (2) The epitope is IPSINVHHY. The TCR CDR3 sequence is CASNAGTGTDTQYF. Result: 1 (the TCR binds to the epitope). (3) The epitope is LLDFVRFMGV. The TCR CDR3 sequence is CATSDPPGRGGNYEQYF. Result: 0 (the TCR does not bind to the epitope). (4) The epitope is FLLNKEMYL. The TCR CDR3 sequence is CASGDNEQFF. Result: 1 (the TCR binds to the epitope).